From a dataset of Drug-target binding data from BindingDB using IC50 measurements. Regression. Given a target protein amino acid sequence and a drug SMILES string, predict the binding affinity score between them. We predict pIC50 (pIC50 = -log10(IC50 in M); higher means more potent). Dataset: bindingdb_ic50. The compound is C[C@H](NC(=O)[C@H](Cc1ccc(OCc2ccccc2)cc1)NC(=O)CCCCCNC(=O)CCCCCNC(=O)CCCCCNC(=O)CCCCC(=O)NCCCCCC(=O)NCCCCCC(=O)NCCCCCC(=O)N[C@@H](Cc1ccc(OCc2ccccc2)cc1)C(=O)N[C@@H](C)C(=O)N[C@@H](C[C@]1(O)C(=O)Nc2ccccc21)C(=O)NCc1ccccc1)C(=O)N[C@@H](C[C@]1(O)C(=O)Nc2ccccc21)C(=O)NCc1ccccc1. The target protein (P49721) has sequence MEYLIGIQGPDYVLVASDRVAASNIVQMKDDHDKMFKMSEKILLLCVGEAGDTVQFAEYIQKNVQLYKMRNGYELSPTAAANFTRRNLADCLRSRTPYHVNLLLAGYDEHEGPALYYMDYLAALAKAPFAAHGYGAFLTLSILDRYYTPTISRERAVELLRKCLEELQKRFILNLPTFSVRIIDKNGIHDLDNISFPKQGS. The pIC50 is 7.8.